From a dataset of Reaction yield outcomes from USPTO patents with 853,638 reactions. Predict the reaction yield, written as a fraction of the theoretical maximum amount of product (1.0 means a 100% yield; for example, 0.34 means a 34% yield). (1) The reactants are [NH2:1][C:2]1[CH:7]=[CH:6][CH:5]=[CH:4][N:3]=1.[C:8]([CH2:12][C:13]([O:15]CC)=O)(=O)[CH2:9][CH3:10].CC(O)=O.[Br:22]Br. The catalyst is O. The product is [Br:22][C:12]1[C:13](=[O:15])[N:3]2[CH:4]=[CH:5][CH:6]=[CH:7][C:2]2=[N:1][C:8]=1[CH2:9][CH3:10]. The yield is 0.899. (2) The reactants are [O:1]1[CH:11]2[CH:2]1[CH2:3][C:4]1[C:9]([CH2:10]2)=[CH:8][CH:7]=[CH:6][CH:5]=1.[N-:12]=[N+:13]=[N-:14].[Na+].S(=O)(=O)(O)O. The catalyst is CS(C)=O.C(OCC)(=O)C. The product is [N:12]([C@@H:11]1[CH2:10][C:9]2[C:4](=[CH:5][CH:6]=[CH:7][CH:8]=2)[CH2:3][C@H:2]1[OH:1])=[N+:13]=[N-:14]. The yield is 0.380. (3) The reactants are CO[C:3](=[O:24])[C:4]1[CH:9]=[CH:8][C:7]([O:10][CH2:11][C:12]2[C:13]([C:18]3[CH:23]=[CH:22][CH:21]=[CH:20][N:19]=3)=[N:14][O:15][C:16]=2[CH3:17])=[N:6][CH:5]=1.[CH:25]1([NH2:28])[CH2:27][CH2:26]1. No catalyst specified. The product is [CH:25]1([NH:28][C:3](=[O:24])[C:4]2[CH:9]=[CH:8][C:7]([O:10][CH2:11][C:12]3[C:13]([C:18]4[CH:23]=[CH:22][CH:21]=[CH:20][N:19]=4)=[N:14][O:15][C:16]=3[CH3:17])=[N:6][CH:5]=2)[CH2:27][CH2:26]1. The yield is 0.820. (4) The reactants are O.[C:2](=[O:5])([O-])[O-].[K+].[K+].[CH3:8][C:9]1[C:18]([C:19]([C:21]2C=[N:23][N:24]([CH2:27][CH3:28])[C:25]=2O)=[O:20])=[CH:17][CH:16]=[C:15]2[C:10]=1[CH2:11][CH2:12][CH2:13][S:14]2(=[O:30])=[O:29].[C:31]1([CH3:41])[CH:36]=[CH:35][C:34]([S:37](Cl)(=[O:39])=[O:38])=[CH:33][CH:32]=1. The catalyst is ClCCl.[Cl-].C([N+](CC)(CC)CC)C1C=CC=CC=1. The product is [CH3:8][C:9]1[C:18]([C:19]([C:21]2[C:2]([O:5][S:37]([C:34]3[CH:35]=[CH:36][C:31]([CH3:41])=[CH:32][CH:33]=3)(=[O:39])=[O:38])=[N:23][N:24]([CH2:27][CH3:28])[CH:25]=2)=[O:20])=[CH:17][CH:16]=[C:15]2[C:10]=1[CH2:11][CH2:12][CH2:13][S:14]2(=[O:29])=[O:30]. The yield is 0.920. (5) The reactants are [H-].[Na+].[O:3]1[CH:7]=[CH:6][CH:5]=[C:4]1[CH2:8][NH:9][S:10]([CH3:13])(=[O:12])=[O:11].[CH2:14]([CH:16]1[O:18][CH2:17]1)Br. The catalyst is CN(C)C=O.C(OCC)(=O)C. The product is [O:3]1[CH:7]=[CH:6][CH:5]=[C:4]1[CH2:8][N:9]([CH2:14][CH:16]1[CH2:17][O:18]1)[S:10]([CH3:13])(=[O:12])=[O:11]. The yield is 0.840. (6) The reactants are [CH3:1][C:2]1[C:25]([O:26][CH3:27])=[CH:24][C:5]2[C:6](=[O:23])[N:7]3[CH2:22][CH2:21][CH2:20][C@H:8]3[C@H:9](O)[N:10](C(OCC(Cl)(Cl)Cl)=O)[C:4]=2[C:3]=1[O:28][CH3:29]. The catalyst is C1COCC1.CCOC(C)=O. The product is [CH3:1][C:2]1[C:25]([O:26][CH3:27])=[CH:24][C:5]2[C:6](=[O:23])[N:7]3[CH2:22][CH2:21][CH2:20][CH:8]3[CH:9]=[N:10][C:4]=2[C:3]=1[O:28][CH3:29]. The yield is 0.940. (7) The reactants are [F:1][C:2]1[CH:3]=[C:4]2[C:8](=[CH:9][CH:10]=1)[NH:7][C:6](=[O:11])[C:5]2=O.O[CH2:14][C:15]([C:17]1[CH:22]=[CH:21][CH:20]=[CH:19][CH:18]=1)=O.[OH-:23].[Na+].Cl.[OH2:26]. The catalyst is CO. The yield is 0.210. The product is [F:1][C:2]1[CH:3]=[C:4]2[C:8](=[CH:9][CH:10]=1)[N:7]=[C:15]([C:17]1[CH:22]=[CH:21][CH:20]=[CH:19][CH:18]=1)[C:14]([OH:23])=[C:5]2[C:6]([OH:11])=[O:26]. (8) The reactants are [Br:1][C:2]1[N:7]2[N:8]=[CH:9][N:10]=[C:6]2[C:5](Br)=[N:4][CH:3]=1.[C:12]([SiH2:16][O:17][C:18]([CH3:33])([CH3:32])[C:19]1[CH:20]=[C:21]([NH2:31])[CH:22]=[CH:23][C:24]=1[N:25]1[CH2:30][CH2:29][O:28][CH2:27][CH2:26]1)([CH3:15])([CH3:14])[CH3:13].C(N(C(C)C)C(C)C)C. The catalyst is CC(O)C. The product is [Br:1][C:2]1[N:7]2[N:8]=[CH:9][N:10]=[C:6]2[C:5]([NH:31][C:21]2[CH:22]=[CH:23][C:24]([N:25]3[CH2:26][CH2:27][O:28][CH2:29][CH2:30]3)=[C:19]([C:18]([CH3:33])([CH3:32])[O:17][SiH2:16][C:12]([CH3:15])([CH3:14])[CH3:13])[CH:20]=2)=[N:4][CH:3]=1. The yield is 0.460.